From a dataset of Full USPTO retrosynthesis dataset with 1.9M reactions from patents (1976-2016). Predict the reactants needed to synthesize the given product. (1) Given the product [N:13]1([C:5]2[C:6]([NH2:10])=[CH:7][CH:8]=[CH:9][C:4]=2[NH2:1])[CH2:14][CH2:15][CH2:16][CH2:17][CH2:18]1, predict the reactants needed to synthesize it. The reactants are: [N+:1]([C:4]1[CH:9]=[CH:8][CH:7]=[C:6]([N+:10]([O-])=O)[C:5]=1[N:13]1[CH2:18][CH2:17][CH2:16][CH2:15][CH2:14]1)([O-])=O. (2) The reactants are: [F:1][C:2]1[CH:9]=[CH:8][C:5]([C:6]#N)=[C:4]([CH3:10])[CH:3]=1.[OH-:11].[Na+].C[OH:14]. Given the product [F:1][C:2]1[CH:9]=[CH:8][C:5]([C:6]([OH:14])=[O:11])=[C:4]([CH3:10])[CH:3]=1, predict the reactants needed to synthesize it. (3) Given the product [Cl-:27].[Cl-:27].[NH3+:8][CH2:9][CH2:10][C:11]1[NH:12][C:13]([C:21]2[CH:26]=[CH:25][NH+:24]=[CH:23][CH:22]=2)=[CH:14][C:15]=1[C:16]([O:18][CH2:19][CH3:20])=[O:17], predict the reactants needed to synthesize it. The reactants are: C(OC([NH:8][CH2:9][CH2:10][C:11]1[NH:12][C:13]([C:21]2[CH:26]=[CH:25][N:24]=[CH:23][CH:22]=2)=[CH:14][C:15]=1[C:16]([O:18][CH2:19][CH3:20])=[O:17])=O)(C)(C)C.[ClH:27]. (4) Given the product [Cl:1][C:2]1[C:3]([O:12][C:13]2[CH:18]=[C:17]([O:19][CH:20]([CH3:21])[CH3:22])[CH:16]=[CH:15][C:14]=2[CH2:23][CH2:24][CH2:25][CH:26]=[O:27])=[N:4][CH:5]=[C:6]([C:8]([F:11])([F:10])[F:9])[CH:7]=1, predict the reactants needed to synthesize it. The reactants are: [Cl:1][C:2]1[C:3]([O:12][C:13]2[CH:18]=[C:17]([O:19][CH:20]([CH3:22])[CH3:21])[CH:16]=[CH:15][C:14]=2[CH2:23][CH2:24][CH2:25][CH:26]2OCC[O:27]2)=[N:4][CH:5]=[C:6]([C:8]([F:11])([F:10])[F:9])[CH:7]=1.Cl.[OH-].[Na+]. (5) Given the product [Cl:1][C:2]1[CH:3]=[CH:4][C:5]2[O:9][C:8]([C:10]3[CH:11]=[CH:12][C:13]([O:16][CH2:17][CH2:18][CH2:19][N:20]([CH2:23][CH3:24])[CH2:21][CH3:22])=[CH:14][CH:15]=3)=[C:7]([C:26](=[O:35])[C:27]3[CH:32]=[CH:31][C:30]([O:33][CH3:34])=[CH:29][CH:28]=3)[C:6]=2[CH:25]=1, predict the reactants needed to synthesize it. The reactants are: [Cl:1][C:2]1[CH:3]=[CH:4][C:5]2[O:9][C:8]([C:10]3[CH:15]=[CH:14][C:13]([O:16][CH2:17][CH2:18][CH2:19][N:20]([CH2:23][CH3:24])[CH2:21][CH3:22])=[CH:12][CH:11]=3)=[CH:7][C:6]=2[CH:25]=1.[C:26](Cl)(=[O:35])[C:27]1[CH:32]=[CH:31][C:30]([O:33][CH3:34])=[CH:29][CH:28]=1.Cl[Sn](Cl)(Cl)Cl. (6) Given the product [S:10]1[C:14]([CH2:15][C:2]2[CH:3]=[C:4]([CH3:9])[CH:5]=[C:6]([Br:8])[CH:7]=2)=[CH:13][C:12]2[CH:17]=[CH:18][CH:19]=[CH:20][C:11]1=2, predict the reactants needed to synthesize it. The reactants are: Br[C:2]1[CH:3]=[C:4]([CH3:9])[CH:5]=[C:6]([Br:8])[CH:7]=1.[S:10]1[C:14]([CH:15]=O)=[CH:13][C:12]2[CH:17]=[CH:18][CH:19]=[CH:20][C:11]1=2.